Dataset: Full USPTO retrosynthesis dataset with 1.9M reactions from patents (1976-2016). Task: Predict the reactants needed to synthesize the given product. (1) Given the product [ClH:37].[C:1]([N:4]1[C:13]2[C:8](=[CH:9][C:10]([C:14]3[N:18]=[C:17]([CH2:19][CH2:20][NH2:21])[O:16][N:15]=3)=[CH:11][CH:12]=2)[C@H:7]([NH:29][C:30](=[O:35])[O:31][CH:32]([CH3:33])[CH3:34])[CH2:6][C@@H:5]1[CH3:36])(=[O:3])[CH3:2], predict the reactants needed to synthesize it. The reactants are: [C:1]([N:4]1[C:13]2[C:8](=[CH:9][C:10]([C:14]3[N:18]=[C:17]([CH2:19][CH2:20][NH:21]C(OC(C)(C)C)=O)[O:16][N:15]=3)=[CH:11][CH:12]=2)[C@H:7]([NH:29][C:30](=[O:35])[O:31][CH:32]([CH3:34])[CH3:33])[CH2:6][C@@H:5]1[CH3:36])(=[O:3])[CH3:2].[ClH:37].CCOCC. (2) Given the product [CH3:15][CH2:1][C:2]1[S:6][C:5]([NH:7][C:8]([CH2:10][N:11]([CH3:12])[CH3:13])=[O:9])=[N:4][N:3]=1, predict the reactants needed to synthesize it. The reactants are: [CH3:1][C:2]1[S:6][C:5]([NH:7][C:8]([CH2:10][N:11]([CH3:13])[CH3:12])=[O:9])=[N:4][N:3]=1.Cl.[CH3:15]NC.CCN(C(C)C)C(C)C. (3) Given the product [CH3:1][O:2][C:3]1[CH:4]=[CH:5][C:6]2[S:10][CH:9]=[N:8][C:7]=2[C:14]=1[N+:15]([O-:17])=[O:16], predict the reactants needed to synthesize it. The reactants are: [CH3:1][O:2][C:3]1[CH:4]=[CH:5][C:6]2[S:10][C:9](C(O)=O)=[N:8][C:7]=2[C:14]=1[N+:15]([O-:17])=[O:16]. (4) Given the product [CH2:15]([O:14][C:12]([N:7]1[CH2:8][C@H:9]([CH3:11])[CH2:10][C@H:5]([C:3]([OH:4])=[O:2])[CH2:6]1)=[O:13])[C:16]1[CH:17]=[CH:18][CH:19]=[CH:20][CH:21]=1, predict the reactants needed to synthesize it. The reactants are: C[O:2][C:3]([C@H:5]1[CH2:10][C@@H:9]([CH3:11])[CH2:8][N:7]([C:12]([O:14][CH2:15][C:16]2[CH:21]=[CH:20][CH:19]=[CH:18][CH:17]=2)=[O:13])[CH2:6]1)=[O:4].[OH-].[Na+]. (5) Given the product [Cl:2][C:3]1[CH:4]=[N+:5]([O-:35])[CH:6]=[C:7]([Cl:34])[C:8]=1[CH2:9][C@@H:10]([C:19]1[CH:24]=[CH:23][C:22]([O:25][CH:26]([F:28])[F:27])=[C:21]([O:29][CH2:30][CH:31]2[CH2:33][CH2:32]2)[CH:20]=1)[O:11][C:12]([CH:14]1[CH2:18][CH2:17][CH2:16][N:15]1[CH2:36][C:38]1[O:42][C:41]([CH3:43])=[C:40]([C:44]([O:46][CH3:47])=[O:45])[CH:39]=1)=[O:13], predict the reactants needed to synthesize it. The reactants are: Cl.[Cl:2][C:3]1[CH:4]=[N+:5]([O-:35])[CH:6]=[C:7]([Cl:34])[C:8]=1[CH2:9][C@@H:10]([C:19]1[CH:24]=[CH:23][C:22]([O:25][CH:26]([F:28])[F:27])=[C:21]([O:29][CH2:30][CH:31]2[CH2:33][CH2:32]2)[CH:20]=1)[O:11][C:12]([C@@H:14]1[CH2:18][CH2:17][CH2:16][NH:15]1)=[O:13].[CH:36]([C:38]1[O:42][C:41]([CH3:43])=[C:40]([C:44]([O:46][CH3:47])=[O:45])[CH:39]=1)=O.C(O)(=O)C.[Na]. (6) Given the product [CH3:23][S:24]([O:11][CH2:10][C@@:9]([C:4]1[CH:5]=[CH:6][C:7]([F:8])=[C:2]([Br:1])[CH:3]=1)([OH:22])[CH2:12][CH2:13][O:14][Si:15]([C:18]([CH3:19])([CH3:21])[CH3:20])([CH3:16])[CH3:17])(=[O:26])=[O:25], predict the reactants needed to synthesize it. The reactants are: [Br:1][C:2]1[CH:3]=[C:4]([C@:9]([OH:22])([CH2:12][CH2:13][O:14][Si:15]([C:18]([CH3:21])([CH3:20])[CH3:19])([CH3:17])[CH3:16])[CH2:10][OH:11])[CH:5]=[CH:6][C:7]=1[F:8].[CH3:23][S:24](Cl)(=[O:26])=[O:25].C(N(CC)CC)C.O. (7) The reactants are: [CH2:1]([O:8][C@H:9]([CH3:14])[C@H:10]([OH:13])[CH2:11][OH:12])[C:2]1[CH:7]=[CH:6][CH:5]=[CH:4][CH:3]=1.O.[C:16]1(C)[CH:21]=CC(S(O)(=O)=O)=C[CH:17]=1.COC(OC)(C)C.S([O-])([O-])(=O)=O.[Na+].[Na+]. Given the product [CH2:1]([O:8][C@@H:9]([C@H:10]1[CH2:11][O:12][C:16]([CH3:21])([CH3:17])[O:13]1)[CH3:14])[C:2]1[CH:7]=[CH:6][CH:5]=[CH:4][CH:3]=1, predict the reactants needed to synthesize it. (8) Given the product [C:21]([C:8]1([OH:7])[CH2:9][CH2:10][CH:11]([C:14]([O:16][C:17]([CH3:19])([CH3:18])[CH3:20])=[O:15])[CH2:12][CH2:13]1)#[CH:22], predict the reactants needed to synthesize it. The reactants are: C(=O)([O-])[O-].[K+].[K+].[OH:7][C:8]1([C:21]#[C:22][Si](C)(C)C)[CH2:13][CH2:12][CH:11]([C:14]([O:16][C:17]([CH3:20])([CH3:19])[CH3:18])=[O:15])[CH2:10][CH2:9]1.CO. (9) Given the product [OH:15][CH2:14][C@@H:4]1[CH2:3][C@@H:2]([O:1][S:29]([C:26]2[CH:27]=[CH:28][C:23]([CH3:33])=[CH:24][CH:25]=2)(=[O:31])=[O:30])[CH2:6][N:5]1[C:7]([O:9][C:10]([CH3:11])([CH3:12])[CH3:13])=[O:8], predict the reactants needed to synthesize it. The reactants are: [OH:1][C@H:2]1[CH2:6][N:5]([C:7]([O:9][C:10]([CH3:13])([CH3:12])[CH3:11])=[O:8])[C@H:4]([CH2:14][O:15][Si](C(C)(C)C)(C)C)[CH2:3]1.[C:23]1([CH3:33])[CH:28]=[CH:27][C:26]([S:29](Cl)(=[O:31])=[O:30])=[CH:25][CH:24]=1.Cl.CC1C=CC(S(O)(=O)=O)=CC=1.O.C([O-])(O)=O.[Na+]. (10) Given the product [F:1][C:2]([F:30])([O:15][C:16]1[CH:21]=[CH:20][C:19]([O:22][CH2:23][CH2:24][CH2:25][C:26]([F:29])([F:28])[F:27])=[CH:18][CH:17]=1)[C:3]1[CH:8]=[CH:7][C:6](/[CH:9]=[CH:10]/[C:11]([OH:13])=[O:12])=[CH:5][CH:4]=1, predict the reactants needed to synthesize it. The reactants are: [F:1][C:2]([F:30])([O:15][C:16]1[CH:21]=[CH:20][C:19]([O:22][CH2:23][CH2:24][CH2:25][C:26]([F:29])([F:28])[F:27])=[CH:18][CH:17]=1)[C:3]1[CH:8]=[CH:7][C:6](/[CH:9]=[CH:10]/[C:11]([O:13]C)=[O:12])=[CH:5][CH:4]=1.[OH-].[Na+].Cl.